Dataset: Full USPTO retrosynthesis dataset with 1.9M reactions from patents (1976-2016). Task: Predict the reactants needed to synthesize the given product. (1) Given the product [C:1]12([N:6]([CH2:18][CH2:19][OH:20])[S:7]([C:10]3[C:11]([Cl:17])=[N:12][CH:13]=[C:14]([Br:16])[CH:15]=3)(=[O:8])=[O:9])[CH2:5][CH:3]([CH2:2]1)[CH2:4]2, predict the reactants needed to synthesize it. The reactants are: [C:1]12([N:6]([CH2:18][CH2:19][O:20]C3CCCCO3)[S:7]([C:10]3[C:11]([Cl:17])=[N:12][CH:13]=[C:14]([Br:16])[CH:15]=3)(=[O:9])=[O:8])[CH2:5][CH:3]([CH2:4]1)[CH2:2]2.C1(C)C=CC(S(O)(=O)=O)=CC=1.C([O-])(O)=O.[Na+]. (2) Given the product [CH3:12][O:11][N:13]=[CH:4][C:3]1[CH:6]=[CH:7][CH:8]=[CH:9][C:2]=1[F:1], predict the reactants needed to synthesize it. The reactants are: [F:1][C:2]1[CH:9]=[CH:8][CH:7]=[CH:6][C:3]=1[CH:4]=O.Cl.[O:11]([NH2:13])[CH3:12].